This data is from NCI-60 drug combinations with 297,098 pairs across 59 cell lines. The task is: Regression. Given two drug SMILES strings and cell line genomic features, predict the synergy score measuring deviation from expected non-interaction effect. (1) Drug 1: CCC1=CC2CC(C3=C(CN(C2)C1)C4=CC=CC=C4N3)(C5=C(C=C6C(=C5)C78CCN9C7C(C=CC9)(C(C(C8N6C)(C(=O)OC)O)OC(=O)C)CC)OC)C(=O)OC.C(C(C(=O)O)O)(C(=O)O)O. Drug 2: CC=C1C(=O)NC(C(=O)OC2CC(=O)NC(C(=O)NC(CSSCCC=C2)C(=O)N1)C(C)C)C(C)C. Cell line: PC-3. Synergy scores: CSS=52.0, Synergy_ZIP=0.886, Synergy_Bliss=0.301, Synergy_Loewe=2.30, Synergy_HSA=3.98. (2) Drug 1: CC1=C(C(CCC1)(C)C)C=CC(=CC=CC(=CC(=O)O)C)C. Drug 2: CNC(=O)C1=NC=CC(=C1)OC2=CC=C(C=C2)NC(=O)NC3=CC(=C(C=C3)Cl)C(F)(F)F. Cell line: EKVX. Synergy scores: CSS=17.1, Synergy_ZIP=5.22, Synergy_Bliss=6.75, Synergy_Loewe=3.66, Synergy_HSA=7.79. (3) Drug 1: COC1=CC(=CC(=C1O)OC)C2C3C(COC3=O)C(C4=CC5=C(C=C24)OCO5)OC6C(C(C7C(O6)COC(O7)C8=CC=CS8)O)O. Drug 2: CC1=C(C(=O)C2=C(C1=O)N3CC4C(C3(C2COC(=O)N)OC)N4)N. Cell line: UO-31. Synergy scores: CSS=15.0, Synergy_ZIP=-7.13, Synergy_Bliss=-2.11, Synergy_Loewe=-1.92, Synergy_HSA=0.629. (4) Drug 1: CC1=C2C(C(=O)C3(C(CC4C(C3C(C(C2(C)C)(CC1OC(=O)C(C(C5=CC=CC=C5)NC(=O)OC(C)(C)C)O)O)OC(=O)C6=CC=CC=C6)(CO4)OC(=O)C)OC)C)OC. Drug 2: CC(C)CN1C=NC2=C1C3=CC=CC=C3N=C2N. Cell line: 786-0. Synergy scores: CSS=43.1, Synergy_ZIP=1.64, Synergy_Bliss=-0.772, Synergy_Loewe=-26.1, Synergy_HSA=-1.24. (5) Drug 1: CCC1=C2CN3C(=CC4=C(C3=O)COC(=O)C4(CC)O)C2=NC5=C1C=C(C=C5)O. Drug 2: CC12CCC3C(C1CCC2O)C(CC4=C3C=CC(=C4)O)CCCCCCCCCS(=O)CCCC(C(F)(F)F)(F)F. Cell line: DU-145. Synergy scores: CSS=20.9, Synergy_ZIP=-3.95, Synergy_Bliss=0.754, Synergy_Loewe=-17.7, Synergy_HSA=0.363. (6) Drug 1: CC1OCC2C(O1)C(C(C(O2)OC3C4COC(=O)C4C(C5=CC6=C(C=C35)OCO6)C7=CC(=C(C(=C7)OC)O)OC)O)O. Drug 2: CC1C(C(=O)NC(C(=O)N2CCCC2C(=O)N(CC(=O)N(C(C(=O)O1)C(C)C)C)C)C(C)C)NC(=O)C3=C4C(=C(C=C3)C)OC5=C(C(=O)C(=C(C5=N4)C(=O)NC6C(OC(=O)C(N(C(=O)CN(C(=O)C7CCCN7C(=O)C(NC6=O)C(C)C)C)C)C(C)C)C)N)C. Cell line: HCC-2998. Synergy scores: CSS=15.8, Synergy_ZIP=-0.697, Synergy_Bliss=4.16, Synergy_Loewe=5.07, Synergy_HSA=5.20. (7) Drug 1: C1CCC(CC1)NC(=O)N(CCCl)N=O. Drug 2: C1CNP(=O)(OC1)N(CCCl)CCCl. Cell line: A549. Synergy scores: CSS=23.3, Synergy_ZIP=-6.11, Synergy_Bliss=1.42, Synergy_Loewe=-15.5, Synergy_HSA=0.625. (8) Drug 1: C1CC(C1)(C(=O)O)C(=O)O.[NH2-].[NH2-].[Pt+2]. Drug 2: C1=NC2=C(N1)C(=S)N=CN2. Cell line: MCF7. Synergy scores: CSS=31.0, Synergy_ZIP=-6.36, Synergy_Bliss=-6.53, Synergy_Loewe=-29.9, Synergy_HSA=-5.36. (9) Drug 1: C1CCC(C1)C(CC#N)N2C=C(C=N2)C3=C4C=CNC4=NC=N3. Drug 2: CCC(=C(C1=CC=CC=C1)C2=CC=C(C=C2)OCCN(C)C)C3=CC=CC=C3.C(C(=O)O)C(CC(=O)O)(C(=O)O)O. Cell line: SN12C. Synergy scores: CSS=2.42, Synergy_ZIP=2.63, Synergy_Bliss=-2.93, Synergy_Loewe=-2.20, Synergy_HSA=-2.10.